Dataset: Reaction yield outcomes from USPTO patents with 853,638 reactions. Task: Predict the reaction yield, written as a fraction of the theoretical maximum amount of product (1.0 means a 100% yield; for example, 0.34 means a 34% yield). (1) The reactants are Br[C:2]1[CH:3]=[C:4]([C:8]2[CH:38]=[C:11]3[N:12]=[C:13]([CH3:37])[C:14]([C@H:27]([O:32][C:33]([CH3:36])([CH3:35])[CH3:34])[C:28]([O:30][CH3:31])=[O:29])=[C:15]([N:16]4[CH2:21][CH2:20][C:19](/[CH:23]=[CH:24]/[CH:25]=[CH2:26])([CH3:22])[CH2:18][CH2:17]4)[N:10]3[N:9]=2)[CH:5]=[CH:6][CH:7]=1.[Cl:39][C:40]1[CH:41]=[CH:42][C:43]([OH:49])=[C:44](B(O)O)[CH:45]=1.C([O-])([O-])=O.[K+].[K+]. The catalyst is O1CCOCC1.O.C1C=CC([P]([Pd]([P](C2C=CC=CC=2)(C2C=CC=CC=2)C2C=CC=CC=2)([P](C2C=CC=CC=2)(C2C=CC=CC=2)C2C=CC=CC=2)[P](C2C=CC=CC=2)(C2C=CC=CC=2)C2C=CC=CC=2)(C2C=CC=CC=2)C2C=CC=CC=2)=CC=1. The product is [CH:23](/[C:19]1([CH3:22])[CH2:18][CH2:17][N:16]([C:15]2[N:10]3[N:9]=[C:8]([C:4]4[CH:3]=[C:2]([C:42]5[CH:41]=[C:40]([Cl:39])[CH:45]=[CH:44][C:43]=5[OH:49])[CH:7]=[CH:6][CH:5]=4)[CH:38]=[C:11]3[N:12]=[C:13]([CH3:37])[C:14]=2[C@H:27]([O:32][C:33]([CH3:36])([CH3:35])[CH3:34])[C:28]([O:30][CH3:31])=[O:29])[CH2:21][CH2:20]1)=[CH:24]\[CH:25]=[CH2:26]. The yield is 0.740. (2) The reactants are [ClH:1].C(OC(=O)[NH:8][CH:9]1[CH2:13][CH2:12][N:11]([C:14]2[C:15]3[N:16]([CH:21]=[CH:22][CH:23]=3)[CH:17]=[C:18]([CH3:20])[N:19]=2)[CH2:10]1)(C)(C)C. The catalyst is CO. The product is [ClH:1].[ClH:1].[CH3:20][C:18]1[N:19]=[C:14]([N:11]2[CH2:12][CH2:13][CH:9]([NH2:8])[CH2:10]2)[C:15]2[N:16]([CH:21]=[CH:22][CH:23]=2)[CH:17]=1. The yield is 0.980. (3) The reactants are [Cl:1][C:2]1[CH:7]=[CH:6][C:5]([CH:8]2[C:15]3[C:11](=[N:12][N:13]([C:19]4[C:20]([O:27][CH3:28])=[N:21][C:22]([O:25][CH3:26])=[N:23][CH:24]=4)[C:14]=3[CH:16]([CH3:18])[CH3:17])[C:10](=[O:29])[N:9]2[C:30]2[CH:31]=[C:32]([CH3:40])[C:33]3[O:37][N:36]=[C:35]([CH3:38])[C:34]=3[CH:39]=2)=[CH:4][CH:3]=1.C(N(CC)CC)C.O(S(C)(=O)=O)S(C)(=O)=O.CC1[C:62]2C=C(N)C=C(C)[C:61]=2[O:60]N=1. The catalyst is C(Cl)Cl. The product is [Cl:1][C:2]1[CH:3]=[CH:4][C:5]([CH:8]([NH:9][C:30]2[CH:31]=[C:32]([CH3:40])[C:33]3[O:37][N:36]=[C:35]([CH3:38])[C:34]=3[CH:39]=2)[C:15]2[C:11]([C:10]([O:60][CH2:61][CH3:62])=[O:29])=[N:12][N:13]([C:19]3[C:20]([O:27][CH3:28])=[N:21][C:22]([O:25][CH3:26])=[N:23][CH:24]=3)[C:14]=2[CH:16]([CH3:18])[CH3:17])=[CH:6][CH:7]=1. The yield is 0.630. (4) The reactants are [NH2:1][C:2]1[CH:7]=[CH:6][C:5]([OH:8])=[C:4]([F:9])[CH:3]=1.CC(C)([O-])C.[K+].Cl[C:17]1[CH:22]=[CH:21][N:20]=[C:19]([C:23]([NH2:25])=[O:24])[CH:18]=1. The catalyst is CN(C=O)C. The product is [NH2:1][C:2]1[CH:7]=[CH:6][C:5]([O:8][C:17]2[CH:22]=[CH:21][N:20]=[C:19]([C:23]([NH2:25])=[O:24])[CH:18]=2)=[C:4]([F:9])[CH:3]=1. The yield is 0.820. (5) The product is [CH3:10][C:9]1[CH:8]=[C:7]2[C:5](=[CH:4][C:3]=1[O:2][CH3:1])[N:6]=[CH:15][CH:14]=[CH:19]2. The reactants are [CH3:1][O:2][C:3]1[CH:4]=[C:5]([CH:7]=[CH:8][C:9]=1[CH3:10])[NH2:6].[N+]([C:14]1[CH:15]=C(S([O-])(=O)=O)C=C[CH:19]=1)([O-])=O.[Na+].S(O)(C)(=O)=O.OCC(CO)O.[OH-].[Na+]. The yield is 0.790. The catalyst is O1CCOCC1.